Dataset: Full USPTO retrosynthesis dataset with 1.9M reactions from patents (1976-2016). Task: Predict the reactants needed to synthesize the given product. (1) Given the product [CH:1]1([CH2:4][O:5][C:6]2[N:11]=[C:10]([C:12]([N:24]3[CH2:25][CH2:26][O:27][C:22]([CH3:28])([CH3:21])[CH2:23]3)=[O:14])[CH:9]=[CH:8][C:7]=2[N:15]2[CH2:18][C:17]([F:20])([F:19])[CH2:16]2)[CH2:2][CH2:3]1, predict the reactants needed to synthesize it. The reactants are: [CH:1]1([CH2:4][O:5][C:6]2[N:11]=[C:10]([C:12]([OH:14])=O)[CH:9]=[CH:8][C:7]=2[N:15]2[CH2:18][C:17]([F:20])([F:19])[CH2:16]2)[CH2:3][CH2:2]1.[CH3:21][C:22]1([CH3:28])[O:27][CH2:26][CH2:25][NH:24][CH2:23]1. (2) The reactants are: [F:1][C:2]1[C:11]2[O:12][CH2:13][C@@H:14]([CH2:15][N:16]3[CH2:21][CH2:20][CH:19]([NH:22]C(=O)OC(C)(C)C)[CH2:18][CH2:17]3)[N:9]3[C:10]=2[C:5]([CH:6]=[CH:7][C:8]3=[O:30])=[CH:4][CH:3]=1.Cl. Given the product [NH2:22][CH:19]1[CH2:18][CH2:17][N:16]([CH2:15][C@H:14]2[N:9]3[C:10]4[C:5]([CH:6]=[CH:7][C:8]3=[O:30])=[CH:4][CH:3]=[C:2]([F:1])[C:11]=4[O:12][CH2:13]2)[CH2:21][CH2:20]1, predict the reactants needed to synthesize it.